From a dataset of CYP2C19 inhibition data for predicting drug metabolism from PubChem BioAssay. Regression/Classification. Given a drug SMILES string, predict its absorption, distribution, metabolism, or excretion properties. Task type varies by dataset: regression for continuous measurements (e.g., permeability, clearance, half-life) or binary classification for categorical outcomes (e.g., BBB penetration, CYP inhibition). Dataset: cyp2c19_veith. The compound is S=c1nc(-c2ccccc2)[nH]n1-c1ccccc1. The result is 1 (inhibitor).